Dataset: Peptide-MHC class II binding affinity with 134,281 pairs from IEDB. Task: Regression. Given a peptide amino acid sequence and an MHC pseudo amino acid sequence, predict their binding affinity value. This is MHC class II binding data. (1) The peptide sequence is TEYQKTKLNDWDFVV. The MHC is DRB1_0301 with pseudo-sequence DRB1_0301. The binding affinity (normalized) is 0.315. (2) The peptide sequence is SADFPQFKPEEITGI. The MHC is HLA-DPA10201-DPB10501 with pseudo-sequence HLA-DPA10201-DPB10501. The binding affinity (normalized) is 0.0311. (3) The peptide sequence is WGAIWRIDTPEVLKG. The MHC is DRB1_0405 with pseudo-sequence DRB1_0405. The binding affinity (normalized) is 0.591. (4) The binding affinity (normalized) is 0.504. The peptide sequence is KKPDKPSLDISLETVAID. The MHC is DRB1_0404 with pseudo-sequence DRB1_0404. (5) The peptide sequence is QPCNGVTMNDVKIEY. The MHC is DRB5_0101 with pseudo-sequence DRB5_0101. The binding affinity (normalized) is 0.167. (6) The MHC is HLA-DQA10501-DQB10201 with pseudo-sequence HLA-DQA10501-DQB10201. The peptide sequence is YKKLRTSSFALNLPT. The binding affinity (normalized) is 0.184. (7) The peptide sequence is YVDRFFKTLRAEQASQDV. The MHC is DRB1_0405 with pseudo-sequence DRB1_0405. The binding affinity (normalized) is 1.00.